Dataset: Full USPTO retrosynthesis dataset with 1.9M reactions from patents (1976-2016). Task: Predict the reactants needed to synthesize the given product. (1) The reactants are: Br[C:2]1[CH:3]=[CH:4][C:5]2[O:9][CH:8]([CH:10]3[CH2:15][CH2:14][N:13]([C:16]4[N:21]=[CH:20][C:19]([CH2:22][CH2:23][CH3:24])=[CH:18][N:17]=4)[CH2:12][CH2:11]3)[CH2:7][C:6]=2[CH:25]=1.[N:26]1([C:32]([O:34][C:35]([CH3:38])([CH3:37])[CH3:36])=[O:33])[CH2:31][CH2:30][NH:29][CH2:28][CH2:27]1.C(O[Na])(C)(C)C. Given the product [CH2:22]([C:19]1[CH:18]=[N:17][C:16]([N:13]2[CH2:14][CH2:15][CH:10]([CH:8]3[CH2:7][C:6]4[CH:25]=[C:2]([N:29]5[CH2:28][CH2:27][N:26]([C:32]([O:34][C:35]([CH3:38])([CH3:37])[CH3:36])=[O:33])[CH2:31][CH2:30]5)[CH:3]=[CH:4][C:5]=4[O:9]3)[CH2:11][CH2:12]2)=[N:21][CH:20]=1)[CH2:23][CH3:24], predict the reactants needed to synthesize it. (2) Given the product [F:1][C:2]1[C:3]([C:8]2([CH2:12][N:13]([C:21]3[N:22]=[N:23][C:24]([CH:27]=[O:29])=[CH:25][CH:26]=3)[C:14](=[O:20])[O:15][C:16]([CH3:18])([CH3:17])[CH3:19])[CH2:11][CH2:10][CH2:9]2)=[N:4][CH:5]=[CH:6][CH:7]=1, predict the reactants needed to synthesize it. The reactants are: [F:1][C:2]1[C:3]([C:8]2([CH2:12][N:13]([C:21]3[N:22]=[N:23][C:24]([CH:27]=C)=[CH:25][CH:26]=3)[C:14](=[O:20])[O:15][C:16]([CH3:19])([CH3:18])[CH3:17])[CH2:11][CH2:10][CH2:9]2)=[N:4][CH:5]=[CH:6][CH:7]=1.[O:29]1CCOCC1.I([O-])(=O)(=O)=O.[Na+]. (3) Given the product [Cl:1][C:2]1[CH:3]=[C:4]([C:9]2([O:14][CH3:15])[CH2:13][CH2:12][N:11]([CH2:16][CH3:17])[CH2:10]2)[CH:5]=[CH:6][C:7]=1[F:8], predict the reactants needed to synthesize it. The reactants are: [Cl:1][C:2]1[CH:3]=[C:4]([C:9]2([O:14][CH3:15])[CH2:13][CH2:12][NH:11][CH2:10]2)[CH:5]=[CH:6][C:7]=1[F:8].[CH2:16](N(CC)CC)[CH3:17].ICC. (4) Given the product [F:19][C:9]1[CH:8]=[C:7]([C:2]#[N:3])[CH:12]=[CH:11][C:10]=1[C:13]1[CH:14]=[CH:15][CH:16]=[CH:17][CH:18]=1, predict the reactants needed to synthesize it. The reactants are: [Cu][C:2]#[N:3].[I-].[K+].Br[C:7]1[CH:12]=[CH:11][C:10]([C:13]2[CH:18]=[CH:17][CH:16]=[CH:15][CH:14]=2)=[C:9]([F:19])[CH:8]=1. (5) Given the product [Cl:1][C:2]1[CH:3]=[CH:4][C:5]([O:9][C:10]2[CH:15]=[CH:14][CH:13]=[CH:12][CH:11]=2)=[C:6]([NH:8][C:17]2[C:18]3[C:23](=[N:22][C:21]([CH2:27][CH3:28])=[CH:20][CH:19]=3)[N:24]=[CH:25][CH:26]=2)[CH:7]=1, predict the reactants needed to synthesize it. The reactants are: [Cl:1][C:2]1[CH:3]=[CH:4][C:5]([O:9][C:10]2[CH:15]=[CH:14][CH:13]=[CH:12][CH:11]=2)=[C:6]([NH2:8])[CH:7]=1.Cl[C:17]1[CH:26]=[CH:25][N:24]=[C:23]2[C:18]=1[CH:19]=[CH:20][C:21]([CH2:27][CH3:28])=[N:22]2. (6) Given the product [OH:1][C:2]1[CH:3]=[CH:4][C:5]([C:8]2[CH:13]=[CH:12][C:11]([C:14]#[N:15])=[CH:10][CH:9]=2)=[CH:6][C:7]=1[I:17], predict the reactants needed to synthesize it. The reactants are: [OH:1][C:2]1[CH:7]=[CH:6][C:5]([C:8]2[CH:13]=[CH:12][C:11]([C:14]#[N:15])=[CH:10][CH:9]=2)=[CH:4][CH:3]=1.[Na+].[I-:17].[OH-].[Na+].S([O-])([O-])(=O)=S.[Na+].[Na+].Cl. (7) Given the product [ClH:12].[CH:13]1[C:22]2[C:17](=[C:18]([NH:23][C@H:24]3[CH2:25][CH2:26][C@@H:27]([NH:30][CH2:2][CH2:3][CH2:4][OH:5])[CH2:28][CH2:29]3)[CH:19]=[CH:20][CH:21]=2)[CH:16]=[CH:15][N:14]=1, predict the reactants needed to synthesize it. The reactants are: Br[CH2:2][CH2:3][CH2:4][O:5][CH:4]1[CH2:3][CH2:2]CC[O:5]1.[ClH:12].[CH:13]1[C:22]2[C:17](=[C:18]([NH:23][C@H:24]3[CH2:29][CH2:28][C@@H:27]([NH2:30])[CH2:26][CH2:25]3)[CH:19]=[CH:20][CH:21]=2)[CH:16]=[CH:15][N:14]=1. (8) The reactants are: [Cl:1][C:2]1[CH:7]=[CH:6][C:5]([C:8](=[O:13])[C:9]([F:12])([F:11])[F:10])=[C:4](I)[CH:3]=1.[C:15]1(B(O)O)[CH:20]=[CH:19][CH:18]=[CH:17][CH:16]=1. Given the product [Cl:1][C:2]1[CH:7]=[CH:6][C:5]([C:8](=[O:13])[C:9]([F:12])([F:11])[F:10])=[C:4]([C:15]2[CH:20]=[CH:19][CH:18]=[CH:17][CH:16]=2)[CH:3]=1, predict the reactants needed to synthesize it. (9) The reactants are: [OH2:1].CN(C)C=[CH:5][C:6]1[CH:15]=[CH:14][C:9]([C:10]([O:12][CH3:13])=[O:11])=[CH:8][C:7]=1[N+:16]([O-:18])=[O:17]. Given the product [CH:5]([C:6]1[CH:15]=[CH:14][C:9]([C:10]([O:12][CH3:13])=[O:11])=[CH:8][C:7]=1[N+:16]([O-:18])=[O:17])=[O:1], predict the reactants needed to synthesize it. (10) Given the product [CH2:1]([O:8][CH2:9][N:10]1[C:14]2[CH:15]=[N:16][NH:17][C:18](=[O:19])[C:13]=2[CH:12]=[CH:11]1)[C:2]1[CH:7]=[CH:6][CH:5]=[CH:4][CH:3]=1, predict the reactants needed to synthesize it. The reactants are: [CH2:1]([O:8][CH2:9][N:10]1[C:14]2[CH:15]=[N:16][NH:17][C:18](=[O:19])[C:13]=2[CH:12]=[C:11]1Br)[C:2]1[CH:7]=[CH:6][CH:5]=[CH:4][CH:3]=1.C1(C)C=CC=CC=1.C(N(CC)C(C)C)(C)C.[H][H].